Dataset: Forward reaction prediction with 1.9M reactions from USPTO patents (1976-2016). Task: Predict the product of the given reaction. (1) Given the reactants C[O:2][C:3](=[O:15])[C:4]1[CH:9]=[C:8]([OH:10])[CH:7]=[C:6]([O:11][CH2:12][CH:13]=[CH2:14])[CH:5]=1.[H-].[Na+].Cl[CH2:19][C:20]([N:22]([CH3:24])[CH3:23])=[O:21], predict the reaction product. The product is: [CH2:12]([O:11][C:6]1[CH:5]=[C:4]([CH:9]=[C:8]([O:10][CH2:19][C:20](=[O:21])[N:22]([CH3:24])[CH3:23])[CH:7]=1)[C:3]([OH:2])=[O:15])[CH:13]=[CH2:14].[CH2:12]([O:11][C:6]1[CH:5]=[C:4]([CH:9]=[C:8]([O:10][CH2:19][C:20](=[O:21])[N:22]([CH3:24])[CH3:23])[CH:7]=1)[C:3]([OH:2])=[O:15])[CH:13]=[CH2:14]. (2) Given the reactants [CH3:1][C:2]1[CH:7]=[CH:6][CH:5]=[C:4]([N+:8]([O-:10])=[O:9])[C:3]=1[S:11](Cl)(=[O:13])=[O:12].[N:15]1[CH:20]=[CH:19][CH:18]=[CH:17][CH:16]=1, predict the reaction product. The product is: [CH3:1][C:2]1[CH:7]=[CH:6][CH:5]=[C:4]([N+:8]([O-:10])=[O:9])[C:3]=1[S:11]([NH:8][C:4]1[CH:3]=[CH:2][CH:1]=[C:19]2[C:20]=1[N:15]=[CH:16][CH:17]=[CH:18]2)(=[O:13])=[O:12].